Dataset: Forward reaction prediction with 1.9M reactions from USPTO patents (1976-2016). Task: Predict the product of the given reaction. Given the reactants [C:1]1([C:7]([C:15]2[CH:20]=[CH:19][CH:18]=[CH:17][CH:16]=2)=[N:8][CH2:9][C:10]([O:12][CH2:13][CH3:14])=[O:11])[CH:6]=[CH:5][CH:4]=[CH:3][CH:2]=1.Br[C:22]1[CH:23]=[N:24][N:25]([CH3:27])[CH:26]=1.P([O-])([O-])([O-])=O.[K+].[K+].[K+], predict the reaction product. The product is: [C:1]1([C:7](=[N:8][CH:9]([C:22]2[CH:23]=[N:24][N:25]([CH3:27])[CH:26]=2)[C:10]([O:12][CH2:13][CH3:14])=[O:11])[C:15]2[CH:20]=[CH:19][CH:18]=[CH:17][CH:16]=2)[CH:2]=[CH:3][CH:4]=[CH:5][CH:6]=1.